This data is from NCI-60 drug combinations with 297,098 pairs across 59 cell lines. The task is: Regression. Given two drug SMILES strings and cell line genomic features, predict the synergy score measuring deviation from expected non-interaction effect. (1) Drug 1: CC1=C(N=C(N=C1N)C(CC(=O)N)NCC(C(=O)N)N)C(=O)NC(C(C2=CN=CN2)OC3C(C(C(C(O3)CO)O)O)OC4C(C(C(C(O4)CO)O)OC(=O)N)O)C(=O)NC(C)C(C(C)C(=O)NC(C(C)O)C(=O)NCCC5=NC(=CS5)C6=NC(=CS6)C(=O)NCCC[S+](C)C)O. Drug 2: C1=NNC2=C1C(=O)NC=N2. Cell line: SNB-75. Synergy scores: CSS=12.9, Synergy_ZIP=-2.84, Synergy_Bliss=1.31, Synergy_Loewe=-17.0, Synergy_HSA=-0.195. (2) Drug 1: C1C(C(OC1N2C=NC(=NC2=O)N)CO)O. Drug 2: CC1CCCC2(C(O2)CC(NC(=O)CC(C(C(=O)C(C1O)C)(C)C)O)C(=CC3=CSC(=N3)C)C)C. Cell line: TK-10. Synergy scores: CSS=38.8, Synergy_ZIP=-3.37, Synergy_Bliss=-3.09, Synergy_Loewe=0.352, Synergy_HSA=2.26. (3) Drug 1: CCC1=C2CN3C(=CC4=C(C3=O)COC(=O)C4(CC)O)C2=NC5=C1C=C(C=C5)O. Drug 2: C1CC(=O)NC(=O)C1N2C(=O)C3=CC=CC=C3C2=O. Synergy scores: CSS=73.6, Synergy_ZIP=-0.227, Synergy_Bliss=2.52, Synergy_Loewe=-51.0, Synergy_HSA=1.48. Cell line: CCRF-CEM. (4) Drug 1: CCN(CC)CCCC(C)NC1=C2C=C(C=CC2=NC3=C1C=CC(=C3)Cl)OC. Drug 2: CC12CCC3C(C1CCC2OP(=O)(O)O)CCC4=C3C=CC(=C4)OC(=O)N(CCCl)CCCl.[Na+]. Cell line: EKVX. Synergy scores: CSS=8.71, Synergy_ZIP=-5.91, Synergy_Bliss=-6.70, Synergy_Loewe=-5.96, Synergy_HSA=-5.36. (5) Drug 1: CCCS(=O)(=O)NC1=C(C(=C(C=C1)F)C(=O)C2=CNC3=C2C=C(C=N3)C4=CC=C(C=C4)Cl)F. Drug 2: C1CN(CCN1C(=O)CCBr)C(=O)CCBr. Cell line: MOLT-4. Synergy scores: CSS=47.7, Synergy_ZIP=-2.17, Synergy_Bliss=-3.86, Synergy_Loewe=-17.6, Synergy_HSA=-5.15. (6) Drug 1: CC1C(C(CC(O1)OC2CC(CC3=C2C(=C4C(=C3O)C(=O)C5=C(C4=O)C(=CC=C5)OC)O)(C(=O)C)O)N)O.Cl. Drug 2: C1=NNC2=C1C(=O)NC=N2. Cell line: SW-620. Synergy scores: CSS=35.2, Synergy_ZIP=3.01, Synergy_Bliss=2.92, Synergy_Loewe=-42.3, Synergy_HSA=0.936. (7) Drug 1: CC12CCC3C(C1CCC2=O)CC(=C)C4=CC(=O)C=CC34C. Drug 2: CC1CCC2CC(C(=CC=CC=CC(CC(C(=O)C(C(C(=CC(C(=O)CC(OC(=O)C3CCCCN3C(=O)C(=O)C1(O2)O)C(C)CC4CCC(C(C4)OC)OCCO)C)C)O)OC)C)C)C)OC. Cell line: K-562. Synergy scores: CSS=26.0, Synergy_ZIP=-1.66, Synergy_Bliss=-4.24, Synergy_Loewe=-5.66, Synergy_HSA=-4.12. (8) Drug 1: CCC(=C(C1=CC=CC=C1)C2=CC=C(C=C2)OCCN(C)C)C3=CC=CC=C3.C(C(=O)O)C(CC(=O)O)(C(=O)O)O. Drug 2: CC1=C2C(C(=O)C3(C(CC4C(C3C(C(C2(C)C)(CC1OC(=O)C(C(C5=CC=CC=C5)NC(=O)OC(C)(C)C)O)O)OC(=O)C6=CC=CC=C6)(CO4)OC(=O)C)O)C)O. Cell line: NCI-H522. Synergy scores: CSS=28.7, Synergy_ZIP=29.6, Synergy_Bliss=28.1, Synergy_Loewe=28.4, Synergy_HSA=26.2. (9) Drug 1: C1=CC(=CC=C1C#N)C(C2=CC=C(C=C2)C#N)N3C=NC=N3. Drug 2: COC1=NC(=NC2=C1N=CN2C3C(C(C(O3)CO)O)O)N. Cell line: MALME-3M. Synergy scores: CSS=-6.04, Synergy_ZIP=2.38, Synergy_Bliss=-1.08, Synergy_Loewe=-11.2, Synergy_HSA=-11.2.